This data is from Peptide-MHC class I binding affinity with 185,985 pairs from IEDB/IMGT. The task is: Regression. Given a peptide amino acid sequence and an MHC pseudo amino acid sequence, predict their binding affinity value. This is MHC class I binding data. (1) The MHC is HLA-A03:01 with pseudo-sequence HLA-A03:01. The binding affinity (normalized) is 0.0847. The peptide sequence is QTDNDIWFW. (2) The peptide sequence is RPQHVKKSA. The MHC is HLA-B15:01 with pseudo-sequence HLA-B15:01. The binding affinity (normalized) is 0.0847. (3) The peptide sequence is RRTLDLLKY. The MHC is H-2-Db with pseudo-sequence H-2-Db. The binding affinity (normalized) is 0. (4) The peptide sequence is YSYIFLSSY. The MHC is BoLA-T2a with pseudo-sequence BoLA-T2a. The binding affinity (normalized) is 0.265. (5) The peptide sequence is RLWNGRRCR. The MHC is HLA-A03:01 with pseudo-sequence HLA-A03:01. The binding affinity (normalized) is 0.404. (6) The peptide sequence is VLPRASHL. The MHC is Mamu-A01 with pseudo-sequence Mamu-A01. The binding affinity (normalized) is 0.247. (7) The peptide sequence is QWRGWYTY. The MHC is HLA-B27:05 with pseudo-sequence HLA-B27:05. The binding affinity (normalized) is 0.359. (8) The peptide sequence is VSFIEFVGW. The MHC is HLA-B58:02 with pseudo-sequence HLA-B58:02. The binding affinity (normalized) is 0.301. (9) The MHC is HLA-C07:02 with pseudo-sequence HLA-C07:02. The peptide sequence is HRMNKILHY. The binding affinity (normalized) is 0.542.